From a dataset of Catalyst prediction with 721,799 reactions and 888 catalyst types from USPTO. Predict which catalyst facilitates the given reaction. (1) Reactant: C(OC([N:8]1[CH2:12][CH2:11][CH2:10][C:9]1([CH2:24][C:25]1[CH:30]=[CH:29][CH:28]=[CH:27][CH:26]=1)[C:13]([C:15]1[CH:16]=[C:17]2[C:21](=[CH:22][CH:23]=1)[NH:20][CH:19]=[CH:18]2)=[O:14])=O)(C)(C)C.[OH-].[Na+]. Product: [CH2:24]([C:9]1([C:13]([C:15]2[CH:16]=[C:17]3[C:21](=[CH:22][CH:23]=2)[NH:20][CH:19]=[CH:18]3)=[O:14])[CH2:10][CH2:11][CH2:12][NH:8]1)[C:25]1[CH:30]=[CH:29][CH:28]=[CH:27][CH:26]=1. The catalyst class is: 209. (2) Reactant: C(OC(=O)[NH:7][C:8]1([C:12]2[CH:17]=[CH:16][C:15]([N:18]3[C:22]4=[N:23][C:24]([C:27]5[CH:32]=[CH:31][CH:30]=[C:29]([N:33]6[CH2:39][CH:38]7[O:40][CH:35]([CH2:36][CH2:37]7)[CH2:34]6)[CH:28]=5)=[CH:25][CH:26]=[C:21]4[N:20]=[C:19]3[C:41]3[C:42]([NH2:47])=[N:43][CH:44]=[CH:45][CH:46]=3)=[CH:14][CH:13]=2)[CH2:11][CH2:10][CH2:9]1)(C)(C)C.[ClH:49].O1CCOCC1. Product: [ClH:49].[ClH:49].[ClH:49].[NH2:7][C:8]1([C:12]2[CH:17]=[CH:16][C:15]([N:18]3[C:22]4=[N:23][C:24]([C:27]5[CH:32]=[CH:31][CH:30]=[C:29]([N:33]6[CH2:34][CH:35]7[O:40][CH:38]([CH2:37][CH2:36]7)[CH2:39]6)[CH:28]=5)=[CH:25][CH:26]=[C:21]4[N:20]=[C:19]3[C:41]3[C:42]([NH2:47])=[N:43][CH:44]=[CH:45][CH:46]=3)=[CH:14][CH:13]=2)[CH2:9][CH2:10][CH2:11]1. The catalyst class is: 61. (3) Reactant: Br[C:2]1[CH:11]=[CH:10][C:9]2[N:8]=[CH:7][C:6]3[N:12]([CH3:29])[C:13](=[N:26][C:27]#[N:28])[N:14]([C:15]4[CH:20]=[CH:19][C:18]([C:21]([C:24]#[N:25])([CH3:23])[CH3:22])=[CH:17][CH:16]=4)[C:5]=3[C:4]=2[CH:3]=1.[B:30]1(B2OC(C)(C)C(C)(C)O2)[O:34]C(C)(C)C(C)(C)[O:31]1.C([O-])(=O)C.[K+].C(Cl)Cl. Product: [C:27]([N:26]=[C:13]1[N:12]([CH3:29])[C:6]2[CH:7]=[N:8][C:9]3[CH:10]=[CH:11][C:2]([B:30]([OH:34])[OH:31])=[CH:3][C:4]=3[C:5]=2[N:14]1[C:15]1[CH:20]=[CH:19][C:18]([C:21]([C:24]#[N:25])([CH3:22])[CH3:23])=[CH:17][CH:16]=1)#[N:28]. The catalyst class is: 155. (4) Reactant: [CH2:1]([C:3]1[O:4][C:5]2[CH:11]=[C:10]([C:12]([O:14][CH2:15][CH3:16])=[O:13])[CH:9]=[C:8]([OH:17])[C:6]=2[CH:7]=1)[CH3:2].[CH3:18][S:19]([C:22]1[CH:27]=[CH:26][C:25](F)=[CH:24][CH:23]=1)(=[O:21])=[O:20].C([O-])([O-])=O.[Cs+].[Cs+].O. Product: [CH2:1]([C:3]1[O:4][C:5]2[CH:11]=[C:10]([C:12]([O:14][CH2:15][CH3:16])=[O:13])[CH:9]=[C:8]([O:17][C:25]3[CH:26]=[CH:27][C:22]([S:19]([CH3:18])(=[O:21])=[O:20])=[CH:23][CH:24]=3)[C:6]=2[CH:7]=1)[CH3:2]. The catalyst class is: 3.